From a dataset of Reaction yield outcomes from USPTO patents with 853,638 reactions. Predict the reaction yield, written as a fraction of the theoretical maximum amount of product (1.0 means a 100% yield; for example, 0.34 means a 34% yield). The reactants are [NH:1]1[CH:5]=[CH:4][N:3]=[CH:2]1.[OH-].[K+].[I-].[K+].Cl[CH2:11][CH:12]([OH:15])[CH2:13][OH:14]. The catalyst is CC#N. The product is [OH:15][CH:12]([CH2:13][OH:14])[CH2:11][N:1]1[CH:5]=[CH:4][N:3]=[CH:2]1. The yield is 0.960.